Dataset: Catalyst prediction with 721,799 reactions and 888 catalyst types from USPTO. Task: Predict which catalyst facilitates the given reaction. (1) Reactant: [CH2:1]([C:3]1[N:7]([C:8]2[N:16]=[C:15]3[C:11]([N:12]=[C:13]([CH:18]=O)[N:14]3[CH3:17])=[C:10]([N:20]3[CH2:25][CH2:24][O:23][CH2:22][CH2:21]3)[N:9]=2)[C:6]2[CH:26]=[CH:27][CH:28]=[CH:29][C:5]=2[N:4]=1)[CH3:2].[F:30][C:31]1([F:39])[CH2:34][N:33]([CH:35]2[CH2:38][NH:37][CH2:36]2)[CH2:32]1.C(O[BH-](OC(=O)C)OC(=O)C)(=O)C.[Na+]. Product: [F:30][C:31]1([F:39])[CH2:34][N:33]([CH:35]2[CH2:38][N:37]([CH2:18][C:13]3[N:14]([CH3:17])[C:15]4[C:11]([N:12]=3)=[C:10]([N:20]3[CH2:21][CH2:22][O:23][CH2:24][CH2:25]3)[N:9]=[C:8]([N:7]3[C:6]5[CH:26]=[CH:27][CH:28]=[CH:29][C:5]=5[N:4]=[C:3]3[CH2:1][CH3:2])[N:16]=4)[CH2:36]2)[CH2:32]1. The catalyst class is: 26. (2) Reactant: C([Li])CCC.Br[C:7]1[CH:15]=[C:14]2[C:10]([CH2:11][CH2:12][CH:13]2[CH3:16])=[CH:9][CH:8]=1.C(=O)=O.CC(C)=O.[N:24]([C:33]([O:35][C:36]([CH3:39])([CH3:38])[CH3:37])=[O:34])=[N:25][C:26]([O:28][C:29]([CH3:32])([CH3:31])[CH3:30])=[O:27]. Product: [CH3:16][C:13]1[C:14]2[C:10](=[CH:9][CH:8]=[C:7]([N:24]([C:33]([O:35][C:36]([CH3:39])([CH3:38])[CH3:37])=[O:34])[NH:25][C:26]([O:28][C:29]([CH3:30])([CH3:31])[CH3:32])=[O:27])[CH:15]=2)[CH2:11][CH:12]=1. The catalyst class is: 7. (3) Reactant: Br[C:2]1[CH:7]=[CH:6][CH:5]=[C:4]([CH3:8])[C:3]=1[OH:9].[O:10]1[CH:14]=[CH:13][C:12](B(O)O)=[CH:11]1.C(=O)([O-])[O-].[Na+].[Na+]. Product: [O:10]1[CH:14]=[CH:13][C:12]([C:2]2[CH:7]=[CH:6][CH:5]=[C:4]([CH3:8])[C:3]=2[OH:9])=[CH:11]1. The catalyst class is: 762. (4) Reactant: [CH3:1][C:2]1[CH:13]=[CH:12][C:5]2[NH:6][C:7](=[O:11])[O:8][C:9](=[O:10])[C:4]=2[CH:3]=1.[H-].[Na+].[CH3:16]I. The catalyst class is: 3. Product: [CH3:16][N:6]1[C:5]2[CH:12]=[CH:13][C:2]([CH3:1])=[CH:3][C:4]=2[C:9](=[O:10])[O:8][C:7]1=[O:11]. (5) Reactant: [CH:1]([NH:4][C:5]([C:7]1[CH:11]=[C:10]([C:12]2[CH:13]=[CH:14][C:15]3[CH:16]=[CH:17][C:18]4[C:23]([C:24]=3[CH:25]=2)=[CH:22][CH:21]=[CH:20][CH:19]=4)[N:9]([C:26]2[CH:31]=[CH:30][C:29]([NH:32][C:33](=[O:43])[CH2:34][NH:35]C(=O)OC(C)(C)C)=[CH:28][CH:27]=2)[N:8]=1)=[O:6])([CH3:3])[CH3:2].C(=O)([O-])[O-].[Na+].[Na+]. Product: [NH2:35][CH2:34][C:33]([NH:32][C:29]1[CH:30]=[CH:31][C:26]([N:9]2[C:10]([C:12]3[CH:13]=[CH:14][C:15]4[CH:16]=[CH:17][C:18]5[C:23]([C:24]=4[CH:25]=3)=[CH:22][CH:21]=[CH:20][CH:19]=5)=[CH:11][C:7]([C:5]([NH:4][CH:1]([CH3:3])[CH3:2])=[O:6])=[N:8]2)=[CH:27][CH:28]=1)=[O:43]. The catalyst class is: 33. (6) Reactant: [Cl:1][C:2]1[CH:3]=[C:4]([NH:9][C:10]([C:12]2[C:13](=[O:25])[N:14]([C:19]3[CH:24]=[CH:23][CH:22]=[CH:21][CH:20]=3)[N:15]([CH3:18])[C:16]=2[CH3:17])=[O:11])[CH:5]=[CH:6][C:7]=1[OH:8].CC([O-])(C)C.[K+].Cl[C:33]1[CH:38]=[CH:37][N:36]=[C:35]([C:39]([NH2:41])=[O:40])[CH:34]=1. Product: [Cl:1][C:2]1[CH:3]=[C:4]([NH:9][C:10]([C:12]2[C:13](=[O:25])[N:14]([C:19]3[CH:20]=[CH:21][CH:22]=[CH:23][CH:24]=3)[N:15]([CH3:18])[C:16]=2[CH3:17])=[O:11])[CH:5]=[CH:6][C:7]=1[O:8][C:33]1[CH:38]=[CH:37][N:36]=[C:35]([C:39]([NH2:41])=[O:40])[CH:34]=1. The catalyst class is: 3. (7) Reactant: C(OC(=O)[NH:7][C:8]1[CH:13]=[C:12]([NH:14][CH2:15][CH:16]([CH3:18])[CH3:17])[C:11]([C:19]([F:22])([F:21])[F:20])=[CH:10][C:9]=1[NH:23][C:24](=[O:39])[CH2:25][C:26]([C:28]1[CH:33]=[CH:32][CH:31]=[C:30]([N:34]2[CH:38]=[CH:37][N:36]=[CH:35]2)[CH:29]=1)=O)(C)(C)C.C(O)(C(F)(F)F)=O. Product: [N:34]1([C:30]2[CH:29]=[C:28]([C:26]3[CH2:25][C:24](=[O:39])[NH:23][C:9]4[CH:10]=[C:11]([C:19]([F:20])([F:21])[F:22])[C:12]([NH:14][CH2:15][CH:16]([CH3:17])[CH3:18])=[CH:13][C:8]=4[N:7]=3)[CH:33]=[CH:32][CH:31]=2)[CH:38]=[CH:37][N:36]=[CH:35]1. The catalyst class is: 2.